This data is from Peptide-MHC class I binding affinity with 185,985 pairs from IEDB/IMGT. The task is: Regression. Given a peptide amino acid sequence and an MHC pseudo amino acid sequence, predict their binding affinity value. This is MHC class I binding data. The peptide sequence is VLKLRFWLI. The MHC is HLA-B58:01 with pseudo-sequence HLA-B58:01. The binding affinity (normalized) is 0.0847.